This data is from Reaction yield outcomes from USPTO patents with 853,638 reactions. The task is: Predict the reaction yield, written as a fraction of the theoretical maximum amount of product (1.0 means a 100% yield; for example, 0.34 means a 34% yield). (1) The reactants are [Cl:1][C:2]1[C:9]([CH3:10])=[C:8](I)[CH:7]=[CH:6][C:3]=1[C:4]#[N:5].[OH:12][C@:13]1([CH3:20])[C@H:17]([CH3:18])[NH:16][C:15](=[O:19])[CH2:14]1.C1(P(C2C=CC=CC=2)C2C3OC4C(=CC=CC=4P(C4C=CC=CC=4)C4C=CC=CC=4)C(C)(C)C=3C=CC=2)C=CC=CC=1.C(=O)([O-])[O-].[Cs+].[Cs+]. The catalyst is O1CCOCC1.C1C=CC(/C=C/C(/C=C/C2C=CC=CC=2)=O)=CC=1.C1C=CC(/C=C/C(/C=C/C2C=CC=CC=2)=O)=CC=1.C1C=CC(/C=C/C(/C=C/C2C=CC=CC=2)=O)=CC=1.[Pd].[Pd]. The product is [Cl:1][C:2]1[C:9]([CH3:10])=[C:8]([N:16]2[C:15](=[O:19])[CH2:14][C@@:13]([OH:12])([CH3:20])[C@@H:17]2[CH3:18])[CH:7]=[CH:6][C:3]=1[C:4]#[N:5]. The yield is 0.560. (2) The reactants are [CH:1]1([N:4]2[CH2:9][CH2:8][N:7](C(OC(C)(C)C)=O)[CH2:6][CH2:5]2)[CH2:3][CH2:2]1.O1CCOCC1. The catalyst is Cl. The product is [CH:1]1([N:4]2[CH2:9][CH2:8][NH:7][CH2:6][CH2:5]2)[CH2:3][CH2:2]1. The yield is 0.597. (3) The reactants are [NH2:1][C:2]1([C:9]2[CH:14]=[C:13]([Br:15])[CH:12]=[CH:11][C:10]=2[F:16])[CH2:6][O:5][CH2:4][CH:3]1[CH2:7][OH:8].C[Si](N([Si](C)(C)C)C(=O)C(F)(F)F)(C)C.[C:32]([N:40]=[C:41]=[S:42])(=[O:39])[C:33]1[CH:38]=[CH:37][CH:36]=[CH:35][CH:34]=1. The catalyst is O1CCCC1.C(OCC)(=O)C. The product is [Br:15][C:13]1[CH:12]=[CH:11][C:10]([F:16])=[C:9]([C:2]2([NH:1][C:41]([NH:40][C:32](=[O:39])[C:33]3[CH:34]=[CH:35][CH:36]=[CH:37][CH:38]=3)=[S:42])[CH:3]([CH2:7][OH:8])[CH2:4][O:5][CH2:6]2)[CH:14]=1. The yield is 0.940. (4) The reactants are C1(C2CCCCCCCC2)BCCCCCCC1.[CH3:19][O:20][CH2:21][O:22][C:23]1[CH:28]=[C:27]([O:29][CH2:30][O:31][CH3:32])[CH:26]=[CH:25][C:24]=1[CH:33]1[CH2:38][CH2:37][CH2:36][C:35](=[CH2:39])[CH2:34]1.OO.[OH-].[Na+].S(S([O-])=O)([O-])(=O)=[O:45].[Na+].[Na+]. The catalyst is O1CCCC1.O. The product is [CH3:19][O:20][CH2:21][O:22][C:23]1[CH:28]=[C:27]([O:29][CH2:30][O:31][CH3:32])[CH:26]=[CH:25][C:24]=1[CH:33]1[CH2:38][CH2:37][CH2:36][CH:35]([CH2:39][OH:45])[CH2:34]1. The yield is 0.540.